This data is from Forward reaction prediction with 1.9M reactions from USPTO patents (1976-2016). The task is: Predict the product of the given reaction. (1) Given the reactants Br[C:2]1[CH:14]=[CH:13][C:12]2[C:11]3[C:6](=[CH:7][C:8](Br)=[CH:9]C=3)[C:5]([CH2:24]CCCCCCC)(CCCCCCCC)[C:4]=2[CH:3]=1.[CH3:32][CH2:33][CH2:34][CH2:35][CH2:36][CH3:37].C([Li])CCC.CO[Si:45](OC)([CH3:47])[CH3:46].[C:50]1([CH3:56])[CH:55]=[CH:54][CH:53]=[CH:52][CH:51]=1, predict the reaction product. The product is: [C:13]1([Si:45]([C:34]2[C:33]3[CH2:56][C:50]4[C:51](=[CH:52][CH:53]=[CH:54][CH:55]=4)[C:32]=3[CH:37]=[CH:36][CH:35]=2)([CH3:47])[CH3:46])[C:12]2[CH2:11][C:6]3[C:5](=[CH:24][CH:9]=[CH:8][CH:7]=3)[C:4]=2[CH:3]=[CH:2][CH:14]=1. (2) Given the reactants [CH2:1]([NH:9][C:10]([C@H:12]1[N:16]2[C:17](=[O:31])[C@@H:18]([NH:23][C:24](=[O:30])[C@@H:25]([N:27](C)[CH3:28])[CH3:26])[CH2:19][CH:20]=[CH:21][CH2:22][C@H:15]2[CH2:14][CH2:13]1)=[O:11])[CH2:2][C:3]1[CH:8]=[CH:7][CH:6]=[CH:5][CH:4]=1.C1(C)C=CC=CC=1, predict the reaction product. The product is: [CH2:1]([NH:9][C:10]([C@H:12]1[N:16]2[C:17](=[O:31])[C@@H:18]([NH:23][C:24](=[O:30])[C@@H:25]([NH:27][CH3:28])[CH3:26])[CH2:19][CH:20]=[CH:21][CH2:22][C@H:15]2[CH2:14][CH2:13]1)=[O:11])[CH2:2][C:3]1[CH:8]=[CH:7][CH:6]=[CH:5][CH:4]=1. (3) Given the reactants C(OC([N:8]1[CH2:13][CH2:12][N:11]([C:14](=[O:35])[C:15]2[CH:20]=[CH:19][C:18]([CH2:21][N:22]([CH2:29][C:30]3[NH:31][CH:32]=[CH:33][N:34]=3)[CH2:23][C:24]3[NH:25][CH:26]=[CH:27][N:28]=3)=[CH:17][CH:16]=2)[CH2:10][CH2:9]1)=O)(C)(C)C.Cl.O1CCOCC1, predict the reaction product. The product is: [NH:25]1[CH:26]=[CH:27][N:28]=[C:24]1[CH2:23][N:22]([CH2:21][C:18]1[CH:17]=[CH:16][C:15]([C:14]([N:11]2[CH2:10][CH2:9][NH:8][CH2:13][CH2:12]2)=[O:35])=[CH:20][CH:19]=1)[CH2:29][C:30]1[NH:34][CH:33]=[CH:32][N:31]=1. (4) Given the reactants [F:1][C:2]1[CH:7]=[CH:6][C:5]([C:8]2[C:18]([C:19]3[CH:20]=[CH:21][C:22](=[O:32])[N:23]([C:25]4[CH:30]=[CH:29][CH:28]=[CH:27][C:26]=4[CH3:31])[N:24]=3)=[C:11]3[NH:12][CH2:13][CH:14]([CH2:16][OH:17])[CH2:15][N:10]3[N:9]=2)=[CH:4][CH:3]=1.[C:33](OC(=O)C)(=[O:35])[CH3:34], predict the reaction product. The product is: [C:33]([O:17][CH2:16][CH:14]1[CH2:15][N:10]2[N:9]=[C:8]([C:5]3[CH:4]=[CH:3][C:2]([F:1])=[CH:7][CH:6]=3)[C:18]([C:19]3[CH:20]=[CH:21][C:22](=[O:32])[N:23]([C:25]4[CH:30]=[CH:29][CH:28]=[CH:27][C:26]=4[CH3:31])[N:24]=3)=[C:11]2[NH:12][CH2:13]1)(=[O:35])[CH3:34].